This data is from Catalyst prediction with 721,799 reactions and 888 catalyst types from USPTO. The task is: Predict which catalyst facilitates the given reaction. (1) Reactant: [Br:1][C:2]1[CH:3]=[CH:4][C:5]2[N:6]([CH:16]3[CH2:22][CH:21]4[N:23](C)[CH:18]([CH2:19][CH2:20]4)[CH2:17]3)[C:7]3[C:12]([S:13][C:14]=2[CH:15]=1)=[CH:11][CH:10]=[CH:9][CH:8]=3.ClC(OC(Cl)C)=O.C(N(C(C)C)CC)(C)C. Product: [CH:21]12[NH:23][CH:18]([CH2:19][CH2:20]1)[CH2:17][CH:16]([N:6]1[C:5]3[CH:4]=[CH:3][C:2]([Br:1])=[CH:15][C:14]=3[S:13][C:12]3[C:7]1=[CH:8][CH:9]=[CH:10][CH:11]=3)[CH2:22]2. The catalyst class is: 26. (2) Reactant: [CH2:1]([N:3]1[C:7]2[CH:8]=[C:9]([C:12]([F:15])([F:14])[F:13])[CH:10]=[CH:11][C:6]=2[N:5]=[C:4]1[C@H:16]([NH:18]C(=O)OC(C)(C)C)[CH3:17])[CH3:2].Cl.O1CCOCC1.CCN(CC)CC.[CH3:40][N:41]1[CH:45]=[CH:44][CH:43]=[C:42]1[S:46]([O-:48])=[O:47].[Li+].ClN1C(=O)CCC1=O. Product: [CH2:1]([N:3]1[C:7]2[CH:8]=[C:9]([C:12]([F:13])([F:14])[F:15])[CH:10]=[CH:11][C:6]=2[N:5]=[C:4]1[C@H:16]([NH:18][S:46]([C:42]1[N:41]([CH3:40])[CH:45]=[CH:44][CH:43]=1)(=[O:48])=[O:47])[CH3:17])[CH3:2]. The catalyst class is: 232. (3) Reactant: [OH:1][CH2:2][C@H:3]1[NH:7][C:6](=[O:8])[C@H:5]([NH:9][C:10]([C:12]2[CH:17]=[CH:16][C:15]([C:18]3[CH:23]=[CH:22][C:21]([CH2:24][C@H:25]([NH:39][C:40]([C@H:42]4[CH2:47][CH2:46][C@H:45]([CH2:48][NH:49]C(=O)OC(C)(C)C)[CH2:44][CH2:43]4)=[O:41])[C:26](=[O:38])[NH:27][C:28]4[CH:37]=[CH:36][C:31]5[NH:32][C:33](=[O:35])[NH:34][C:30]=5[CH:29]=4)=[CH:20][CH:19]=3)=[C:14]([CH3:57])[CH:13]=2)=[O:11])[CH2:4]1.[ClH:58]. Product: [ClH:58].[NH2:49][CH2:48][C@H:45]1[CH2:46][CH2:47][C@H:42]([C:40]([NH:39][C@H:25]([C:26](=[O:38])[NH:27][C:28]2[CH:37]=[CH:36][C:31]3[NH:32][C:33](=[O:35])[NH:34][C:30]=3[CH:29]=2)[CH2:24][C:21]2[CH:22]=[CH:23][C:18]([C:15]3[CH:16]=[CH:17][C:12]([C:10]([NH:9][C@@H:5]4[CH2:4][C@@H:3]([CH2:2][OH:1])[NH:7][C:6]4=[O:8])=[O:11])=[CH:13][C:14]=3[CH3:57])=[CH:19][CH:20]=2)=[O:41])[CH2:43][CH2:44]1. The catalyst class is: 12. (4) Reactant: [NH2:1][C@@H:2]([CH2:24][CH:25]([CH3:27])[CH3:26])[CH2:3][O:4][C:5]1[C:6]([C:22]#N)=[CH:7][C:8]2[C:17]3[C:12](=[C:13]([CH3:18])[N:14]=[CH:15][CH:16]=3)[C:11](=[O:19])[N:10]([CH3:20])[C:9]=2[CH:21]=1.[OH2:28].[OH-:29].[Na+]. Product: [NH2:1][C@@H:2]([CH2:24][CH:25]([CH3:27])[CH3:26])[CH2:3][O:4][C:5]1[C:6]([C:22]([OH:29])=[O:28])=[CH:7][C:8]2[C:17]3[C:12](=[C:13]([CH3:18])[N:14]=[CH:15][CH:16]=3)[C:11](=[O:19])[N:10]([CH3:20])[C:9]=2[CH:21]=1. The catalyst class is: 8.